From a dataset of Forward reaction prediction with 1.9M reactions from USPTO patents (1976-2016). Predict the product of the given reaction. Given the reactants [Br:1][C:2]1[CH:7]=[C:6]([N:8]=[C:9]=[O:10])[CH:5]=[C:4]([Br:11])[C:3]=1[CH3:12].[NH2:13][C:14]1[CH:15]=[C:16]([C:31]2[C:32]([C:38]([O:40][CH3:41])=[O:39])=[CH:33][CH:34]=[C:35]([F:37])[CH:36]=2)[CH:17]=[CH:18][C:19]=1[N:20]([CH:25]1[CH2:30][CH2:29][CH2:28][CH2:27][CH2:26]1)[CH2:21][CH:22]([CH3:24])[CH3:23], predict the reaction product. The product is: [CH:25]1([N:20]([CH2:21][CH:22]([CH3:24])[CH3:23])[C:19]2[CH:18]=[CH:17][C:16]([C:31]3[C:32]([C:38]([O:40][CH3:41])=[O:39])=[CH:33][CH:34]=[C:35]([F:37])[CH:36]=3)=[CH:15][C:14]=2[NH:13][C:9]([NH:8][C:6]2[CH:7]=[C:2]([Br:1])[C:3]([CH3:12])=[C:4]([Br:11])[CH:5]=2)=[O:10])[CH2:26][CH2:27][CH2:28][CH2:29][CH2:30]1.